Dataset: Full USPTO retrosynthesis dataset with 1.9M reactions from patents (1976-2016). Task: Predict the reactants needed to synthesize the given product. (1) The reactants are: [N:1]1[CH:6]=[CH:5][CH:4]=[C:3]([NH:7][C:8]([C:10]2[CH:11]=[C:12]3[C:16](=[CH:17][CH:18]=2)[NH:15][C:14]2[C:19](=[O:25])[NH:20][CH2:21][CH2:22][C:23](=O)[C:13]3=2)=[O:9])[CH:2]=1.Cl.[NH2:27][OH:28].N1C=CC=CC=1. Given the product [N:1]1[CH:6]=[CH:5][CH:4]=[C:3]([NH:7][C:8]([C:10]2[CH:11]=[C:12]3[C:16](=[CH:17][CH:18]=2)[NH:15][C:14]2[C:19](=[O:25])[NH:20][CH2:21][CH2:22][C:23](=[N:27][OH:28])[C:13]3=2)=[O:9])[CH:2]=1, predict the reactants needed to synthesize it. (2) The reactants are: [F:1][C:2]([F:15])([F:14])[S:3]([O:6]S(C(F)(F)F)(=O)=O)(=[O:5])=[O:4].[CH:16]1([CH2:21]O)[CH2:20][CH2:19][CH2:18][CH2:17]1.N1C=CC=CC=1. Given the product [CH:16]1([CH2:21][O:6][S:3]([C:2]([F:15])([F:14])[F:1])(=[O:5])=[O:4])[CH2:20][CH2:19][CH2:18][CH2:17]1, predict the reactants needed to synthesize it. (3) Given the product [Cl:15][C:8]1[C:3]([C:4]([O:6][CH3:7])=[O:5])=[C:2]([NH:23][CH2:22][C:21]2[CH:24]=[CH:25][C:18]([O:17][CH3:16])=[CH:19][CH:20]=2)[C:11]([N+:12]([O-:14])=[O:13])=[CH:10][CH:9]=1, predict the reactants needed to synthesize it. The reactants are: Cl[C:2]1[C:11]([N+:12]([O-:14])=[O:13])=[CH:10][CH:9]=[C:8]([Cl:15])[C:3]=1[C:4]([O:6][CH3:7])=[O:5].[CH3:16][O:17][C:18]1[CH:25]=[CH:24][C:21]([CH2:22][NH2:23])=[CH:20][CH:19]=1.CCN(CC)CC.O. (4) Given the product [F:1][C:2]1[CH:7]=[C:6]([I:8])[CH:5]=[CH:4][C:3]=1[NH:9][C:10]1[CH:11]=[N:12][CH:13]=[CH:14][C:15]=1[C:16]1[O:20][C:19]([NH:21][CH2:22][C:23]([NH2:27])=[O:24])=[N:18][N:17]=1, predict the reactants needed to synthesize it. The reactants are: [F:1][C:2]1[CH:7]=[C:6]([I:8])[CH:5]=[CH:4][C:3]=1[NH:9][C:10]1[CH:11]=[N:12][CH:13]=[CH:14][C:15]=1[C:16]1[O:20][C:19]([NH:21][CH2:22][C:23](O)=[O:24])=[N:18][N:17]=1.C[N:27](C=O)C.C1N=CN(C(N2C=NC=C2)=O)C=1.C([O-])(=O)C.[NH4+].